From a dataset of Forward reaction prediction with 1.9M reactions from USPTO patents (1976-2016). Predict the product of the given reaction. (1) Given the reactants [Cl:1][C:2]1[CH:8]=[CH:7][C:5]([NH2:6])=[CH:4][C:3]=1[C:9]([F:12])([F:11])[F:10].Br[CH2:14][C:15]([O:17]CC)=[O:16].[C:20]([O-:23])([O-])=[O:21].[K+].[K+].O.[CH3:27][N:28]([CH:30]=O)[CH3:29], predict the reaction product. The product is: [Cl:1][C:2]1[CH:8]=[CH:7][C:5]([NH:6][CH2:14][C:15]([OH:17])=[O:16])=[CH:4][C:3]=1[C:9]([F:10])([F:11])[F:12].[CH2:30]([N:28]([C:29]1[CH:7]=[CH:8][C:2]([Cl:1])=[C:3]([C:9]([F:12])([F:10])[F:11])[CH:4]=1)[CH2:27][C:20]([OH:23])=[O:21])[CH3:14]. (2) Given the reactants [C:1]([O:5][C:6]([NH:8][C@H:9]([CH:29]=O)[CH2:10][C:11]1[CH:28]=[CH:27][C:14]([O:15][CH2:16][C:17]2[CH:26]=[CH:25][C:20]([C:21]([O:23][CH3:24])=[O:22])=[CH:19][CH:18]=2)=[CH:13][CH:12]=1)=[O:7])([CH3:4])([CH3:3])[CH3:2].Cl.[NH2:32][OH:33].C(=O)([O-])[O-].[Na+].[Na+], predict the reaction product. The product is: [C:1]([O:5][C:6]([NH:8][C@H:9](/[CH:29]=[N:32]/[OH:33])[CH2:10][C:11]1[CH:28]=[CH:27][C:14]([O:15][CH2:16][C:17]2[CH:26]=[CH:25][C:20]([C:21]([O:23][CH3:24])=[O:22])=[CH:19][CH:18]=2)=[CH:13][CH:12]=1)=[O:7])([CH3:4])([CH3:3])[CH3:2]. (3) Given the reactants [Br:1][C:2]1[CH:7]=[CH:6][C:5]([S:8](Cl)(=[O:10])=[O:9])=[C:4]([CH3:12])[CH:3]=1.[NH4+:13].[OH-], predict the reaction product. The product is: [Br:1][C:2]1[CH:7]=[CH:6][C:5]([S:8]([NH2:13])(=[O:10])=[O:9])=[C:4]([CH3:12])[CH:3]=1. (4) Given the reactants [CH2:1]([O:3][C:4]([C:6]1[C:11]([C:12]2[CH:17]=[CH:16][C:15]([O:18][C:19]3[CH:24]=[CH:23][CH:22]=[CH:21][CH:20]=3)=[CH:14][CH:13]=2)=[CH:10][C:9]([C:25]2[CH2:30][CH2:29][N:28]([C:31]([O:33][C:34]([CH3:37])([CH3:36])[CH3:35])=[O:32])[CH2:27][CH:26]=2)=[CH:8][CH:7]=1)=[O:5])[CH3:2], predict the reaction product. The product is: [CH2:1]([O:3][C:4]([C:6]1[C:11]([C:12]2[CH:13]=[CH:14][C:15]([O:18][C:19]3[CH:24]=[CH:23][CH:22]=[CH:21][CH:20]=3)=[CH:16][CH:17]=2)=[CH:10][C:9]([CH:25]2[CH2:30][CH2:29][N:28]([C:31]([O:33][C:34]([CH3:35])([CH3:37])[CH3:36])=[O:32])[CH2:27][CH2:26]2)=[CH:8][CH:7]=1)=[O:5])[CH3:2]. (5) Given the reactants [C:1]([O:5][C:6]([N:8]1[CH2:13][CH2:12][N:11]([C:14]([C:16]2[C:20]3=[N:21][CH:22]=[CH:23][CH:24]=[C:19]3[N:18]([C:25]3[CH:30]=[CH:29][CH:28]=[CH:27][CH:26]=3)[C:17]=2Cl)=[O:15])[CH2:10][CH:9]1[CH2:32][C:33]([O:35][CH3:36])=[O:34])=[O:7])([CH3:4])([CH3:3])[CH3:2].[CH3:37][C:38]1[CH:43]=[CH:42][CH:41]=[C:40]([CH3:44])[C:39]=1[OH:45], predict the reaction product. The product is: [C:1]([O:5][C:6]([N:8]1[CH2:13][CH2:12][N:11]([C:14]([C:16]2[C:20]3=[N:21][CH:22]=[CH:23][CH:24]=[C:19]3[N:18]([C:25]3[CH:30]=[CH:29][CH:28]=[CH:27][CH:26]=3)[C:17]=2[O:45][C:39]2[C:40]([CH3:44])=[CH:41][CH:42]=[CH:43][C:38]=2[CH3:37])=[O:15])[CH2:10][CH:9]1[CH2:32][C:33]([O:35][CH3:36])=[O:34])=[O:7])([CH3:4])([CH3:3])[CH3:2].